From a dataset of NCI-60 drug combinations with 297,098 pairs across 59 cell lines. Regression. Given two drug SMILES strings and cell line genomic features, predict the synergy score measuring deviation from expected non-interaction effect. (1) Drug 1: C1CN(P(=O)(OC1)NCCCl)CCCl. Drug 2: CC1C(C(CC(O1)OC2CC(CC3=C2C(=C4C(=C3O)C(=O)C5=C(C4=O)C(=CC=C5)OC)O)(C(=O)CO)O)N)O.Cl. Cell line: M14. Synergy scores: CSS=47.7, Synergy_ZIP=-1.70, Synergy_Bliss=-1.30, Synergy_Loewe=-22.7, Synergy_HSA=0.439. (2) Drug 1: C1=CN(C(=O)N=C1N)C2C(C(C(O2)CO)O)O.Cl. Drug 2: CC1=C(N=C(N=C1N)C(CC(=O)N)NCC(C(=O)N)N)C(=O)NC(C(C2=CN=CN2)OC3C(C(C(C(O3)CO)O)O)OC4C(C(C(C(O4)CO)O)OC(=O)N)O)C(=O)NC(C)C(C(C)C(=O)NC(C(C)O)C(=O)NCCC5=NC(=CS5)C6=NC(=CS6)C(=O)NCCC[S+](C)C)O. Cell line: SF-268. Synergy scores: CSS=29.2, Synergy_ZIP=-8.87, Synergy_Bliss=-3.64, Synergy_Loewe=-0.250, Synergy_HSA=0.998. (3) Drug 1: C1C(C(OC1N2C=NC3=C(N=C(N=C32)Cl)N)CO)O. Drug 2: C(CCl)NC(=O)N(CCCl)N=O. Cell line: U251. Synergy scores: CSS=36.2, Synergy_ZIP=-11.0, Synergy_Bliss=-6.18, Synergy_Loewe=-3.05, Synergy_HSA=-2.76. (4) Drug 1: CC(C1=C(C=CC(=C1Cl)F)Cl)OC2=C(N=CC(=C2)C3=CN(N=C3)C4CCNCC4)N. Drug 2: C(CCl)NC(=O)N(CCCl)N=O. Cell line: A498. Synergy scores: CSS=1.50, Synergy_ZIP=-1.48, Synergy_Bliss=0.119, Synergy_Loewe=-6.88, Synergy_HSA=-1.07. (5) Drug 1: C1=CC(=CC=C1CCCC(=O)O)N(CCCl)CCCl. Drug 2: CC1CCC2CC(C(=CC=CC=CC(CC(C(=O)C(C(C(=CC(C(=O)CC(OC(=O)C3CCCCN3C(=O)C(=O)C1(O2)O)C(C)CC4CCC(C(C4)OC)O)C)C)O)OC)C)C)C)OC. Cell line: HOP-92. Synergy scores: CSS=43.3, Synergy_ZIP=-10.1, Synergy_Bliss=-8.16, Synergy_Loewe=-0.437, Synergy_HSA=0.406.